Dataset: Full USPTO retrosynthesis dataset with 1.9M reactions from patents (1976-2016). Task: Predict the reactants needed to synthesize the given product. (1) Given the product [O:14]=[C:13]1[O:3][CH:2]([C:1]([OH:5])=[O:4])[S:11][CH2:12]1, predict the reactants needed to synthesize it. The reactants are: [C:1]([O-:5])(=[O:4])[CH:2]=[O:3].C(O)(=O)CO.[SH:11][CH2:12][C:13](O)=[O:14].C1(C)C=CC(S(O)(=O)=O)=CC=1. (2) Given the product [CH:1]1([C:7]2[NH:11][C:10](=[O:12])[C:9]3([CH2:17][CH2:16][N:15]([S:18](/[CH:21]=[CH:22]/[C:24]4[CH:25]=[C:26]5[C:30](=[CH:31][CH:32]=4)[NH:29][CH:28]=[CH:27]5)(=[O:20])=[O:19])[CH2:14][CH2:13]3)[N:8]=2)[CH2:2][CH2:3][CH2:4][CH2:5][CH2:6]1, predict the reactants needed to synthesize it. The reactants are: [CH:1]1([C:7]2[NH:11][C:10](=[O:12])[C:9]3([CH2:17][CH2:16][N:15]([S:18]([CH:21]=[CH2:22])(=[O:20])=[O:19])[CH2:14][CH2:13]3)[N:8]=2)[CH2:6][CH2:5][CH2:4][CH2:3][CH2:2]1.Br[C:24]1[CH:25]=[C:26]2[C:30](=[CH:31][CH:32]=1)[NH:29][CH:28]=[CH:27]2.C1(C)C=CC=CC=1P(C1C=CC=CC=1C)C1C=CC=CC=1C.C(N(CC)CC)C.N#N. (3) Given the product [Cl:13][C:14]1[CH:21]=[C:20]([C:7]2[N:6]([CH3:22])[C:4](=[O:5])[C:3]3[C:2](=[CH:11][CH:10]=[C:9]([OH:12])[CH:8]=3)[N:1]=2)[CH:19]=[CH:16][CH:15]=1, predict the reactants needed to synthesize it. The reactants are: [NH2:1][C:2]1[CH:11]=[CH:10][C:9]([OH:12])=[CH:8][C:3]=1[C:4]([NH:6][CH3:7])=[O:5].[Cl:13][C:14]1[CH:15]=[C:16]([CH:19]=[CH:20][CH:21]=1)C=O.[C:22](O)(=O)C. (4) Given the product [F:1][C:2]1[CH:3]=[C:4]([C:8]2[N:13]=[CH:12][C:11]([C:14]([NH:16][CH:17]3[CH2:22][CH2:21][N:20]([C:23]4[CH:35]=[CH:34][C:26]([C:27]([OH:29])=[O:28])=[CH:25][N:24]=4)[CH2:19][CH2:18]3)=[O:15])=[CH:10][CH:9]=2)[CH:5]=[CH:6][CH:7]=1, predict the reactants needed to synthesize it. The reactants are: [F:1][C:2]1[CH:3]=[C:4]([C:8]2[N:13]=[CH:12][C:11]([C:14]([NH:16][CH:17]3[CH2:22][CH2:21][N:20]([C:23]4[CH:35]=[CH:34][C:26]([C:27]([O:29]C(C)(C)C)=[O:28])=[CH:25][N:24]=4)[CH2:19][CH2:18]3)=[O:15])=[CH:10][CH:9]=2)[CH:5]=[CH:6][CH:7]=1.C(Cl)Cl.C(O)(C(F)(F)F)=O.